From a dataset of Forward reaction prediction with 1.9M reactions from USPTO patents (1976-2016). Predict the product of the given reaction. (1) Given the reactants [CH3:1][C:2]1[CH:10]=[C:9]([CH3:11])[C:5]([C:6]([NH2:8])=[O:7])=[C:4]([N+:12]([O-])=O)[CH:3]=1, predict the reaction product. The product is: [NH2:12][C:4]1[CH:3]=[C:2]([CH3:1])[CH:10]=[C:9]([CH3:11])[C:5]=1[C:6]([NH2:8])=[O:7]. (2) Given the reactants Cl.[NH2:2][C:3]1[N:8]=[C:7]([O:9][CH2:10][CH2:11][CH2:12][CH3:13])[N:6]=[C:5]([N:14]([CH2:21][C:22]2[CH:27]=[CH:26][CH:25]=[C:24]([CH2:28][N:29]3[CH2:33][CH2:32][CH2:31][CH2:30]3)[CH:23]=2)[CH2:15][C:16]([O:18]CC)=O)[C:4]=1[N+:34]([O-])=O.C(O)(=O)C, predict the reaction product. The product is: [NH2:2][C:3]1[C:4]2[NH:34][C:16](=[O:18])[CH2:15][N:14]([CH2:21][C:22]3[CH:27]=[CH:26][CH:25]=[C:24]([CH2:28][N:29]4[CH2:33][CH2:32][CH2:31][CH2:30]4)[CH:23]=3)[C:5]=2[N:6]=[C:7]([O:9][CH2:10][CH2:11][CH2:12][CH3:13])[N:8]=1.